This data is from Catalyst prediction with 721,799 reactions and 888 catalyst types from USPTO. The task is: Predict which catalyst facilitates the given reaction. (1) Reactant: [C:1]([O:9][CH2:10][CH3:11])(=[O:8])[CH2:2][C:3]([O:5][CH2:6][CH3:7])=[O:4].[H-].[Na+].[F:14][C:15]1[CH:20]=[C:19]([N+:21]([O-:23])=[O:22])[CH:18]=[C:17]([F:24])[C:16]=1F.[Cl-].[NH4+]. Product: [F:14][C:15]1[CH:20]=[C:19]([N+:21]([O-:23])=[O:22])[CH:18]=[C:17]([F:24])[C:16]=1[CH:2]([C:3]([O:5][CH2:6][CH3:7])=[O:4])[C:1]([O:9][CH2:10][CH3:11])=[O:8]. The catalyst class is: 1. (2) Reactant: [Br:1][C:2]1[CH:10]=[C:9]2[C:5]([CH2:6][CH2:7][C:8]2=[O:11])=[C:4]([C:12]([F:15])([F:14])[F:13])[CH:3]=1.[BH4-].[Na+].Cl. Product: [Br:1][C:2]1[CH:10]=[C:9]2[C:5]([CH2:6][CH2:7][CH:8]2[OH:11])=[C:4]([C:12]([F:13])([F:14])[F:15])[CH:3]=1. The catalyst class is: 8. (3) Reactant: [Cl:1][CH2:2][CH2:3][CH2:4][CH2:5][N:6]1[C:11](=[O:12])[NH:10][C:9](=[O:13])[CH:8]=[N:7]1.[C:14]([C:18]1[N:23]=[C:22]([N:24]2[CH2:29][CH2:28][NH:27][CH2:26][CH2:25]2)[CH:21]=[C:20]([C:30]([F:33])([F:32])[F:31])[N:19]=1)([CH3:17])([CH3:16])[CH3:15].[Br-].[Na+].C(N(CC)C(C)C)(C)C. Product: [ClH:1].[C:14]([C:18]1[N:23]=[C:22]([N:24]2[CH2:25][CH2:26][N:27]([CH2:2][CH2:3][CH2:4][CH2:5][N:6]3[C:11](=[O:12])[NH:10][C:9](=[O:13])[CH:8]=[N:7]3)[CH2:28][CH2:29]2)[CH:21]=[C:20]([C:30]([F:31])([F:32])[F:33])[N:19]=1)([CH3:17])([CH3:15])[CH3:16]. The catalyst class is: 9. (4) Reactant: [OH:1][C:2]1[C:10]2[N:9]=[C:8]([CH3:11])[N:7]([S:12]([C:15]3[CH:20]=[CH:19][C:18]([CH3:21])=[CH:17][CH:16]=3)(=[O:14])=[O:13])[C:6]=2[CH:5]=[C:4]([C:22]([N:24]([CH3:26])[CH3:25])=[O:23])[CH:3]=1.[F:27][C:28]1[CH:37]=[C:36]([F:38])[CH:35]=[C:34]2[C:29]=1[CH:30](O)[CH2:31][CH2:32][O:33]2.C1(P(C2C=CC=CC=2)C2C=CC=CC=2)C=CC=CC=1.N(C(OC(C)C)=O)=NC(OC(C)C)=O.C1(P(=O)(C2C=CC=CC=2)C2C=CC=CC=2)C=CC=CC=1. Product: [F:27][C:28]1[CH:37]=[C:36]([F:38])[CH:35]=[C:34]2[C:29]=1[CH:30]([O:1][C:2]1[C:10]3[N:9]=[C:8]([CH3:11])[N:7]([S:12]([C:15]4[CH:16]=[CH:17][C:18]([CH3:21])=[CH:19][CH:20]=4)(=[O:14])=[O:13])[C:6]=3[CH:5]=[C:4]([C:22]([N:24]([CH3:26])[CH3:25])=[O:23])[CH:3]=1)[CH2:31][CH2:32][O:33]2. The catalyst class is: 11. (5) Product: [CH3:1][O:2][C:3]1[CH:4]=[C:5]2[C:10](=[CH:11][C:12]=1[O:13][CH3:14])[N:9]=[CH:8][CH:7]=[C:6]2[O:15][C:16]1[CH:22]=[CH:21][C:19]([NH:20][C:41](=[O:47])[O:42][CH2:43][CH2:55][CH2:54][O:53][C:52]2[CH:58]=[CH:59][CH:60]=[C:50]([F:49])[CH:51]=2)=[CH:18][CH:17]=1. Reactant: [CH3:1][O:2][C:3]1[CH:4]=[C:5]2[C:10](=[CH:11][C:12]=1[O:13][CH3:14])[N:9]=[CH:8][CH:7]=[C:6]2[O:15][C:16]1[CH:22]=[CH:21][C:19]([NH2:20])=[CH:18][CH:17]=1.C1(C)C=CC=CC=1.C(N(CC)CC)C.ClC(Cl)(O[C:41](=[O:47])[O:42][C:43](Cl)(Cl)Cl)Cl.[F:49][C:50]1[CH:51]=[C:52]([CH:58]=[CH:59][CH:60]=1)[O:53][CH2:54][CH2:55]CO. The catalyst class is: 2. (6) Reactant: [OH:1][CH:2]([C:10]1[CH:15]=[CH:14][N:13]=[CH:12][C:11]=1[N+:16]([O-:18])=[O:17])[CH2:3][C:4](=[O:9])[CH:5]=[C:6]([CH3:8])[CH3:7]. Product: [CH3:7][C:6]1([CH3:8])[CH2:5][C:4](=[O:9])[CH2:3][CH:2]([C:10]2[CH:15]=[CH:14][N:13]=[CH:12][C:11]=2[N+:16]([O-:18])=[O:17])[O:1]1. The catalyst class is: 2.